From a dataset of NCI-60 drug combinations with 297,098 pairs across 59 cell lines. Regression. Given two drug SMILES strings and cell line genomic features, predict the synergy score measuring deviation from expected non-interaction effect. (1) Drug 1: C1CCC(CC1)NC(=O)N(CCCl)N=O. Drug 2: C1CNP(=O)(OC1)N(CCCl)CCCl. Cell line: RXF 393. Synergy scores: CSS=18.0, Synergy_ZIP=0.681, Synergy_Bliss=3.91, Synergy_Loewe=-9.50, Synergy_HSA=0.770. (2) Drug 1: CN1C2=C(C=C(C=C2)N(CCCl)CCCl)N=C1CCCC(=O)O.Cl. Drug 2: C1C(C(OC1N2C=NC(=NC2=O)N)CO)O. Cell line: A498. Synergy scores: CSS=-1.34, Synergy_ZIP=-1.53, Synergy_Bliss=-4.47, Synergy_Loewe=-3.51, Synergy_HSA=-4.28.